From a dataset of Peptide-MHC class I binding affinity with 185,985 pairs from IEDB/IMGT. Regression. Given a peptide amino acid sequence and an MHC pseudo amino acid sequence, predict their binding affinity value. This is MHC class I binding data. The peptide sequence is LFLSFCSLF. The MHC is HLA-A02:03 with pseudo-sequence HLA-A02:03. The binding affinity (normalized) is 0.0847.